From a dataset of Blood-brain barrier permeability classification from the B3DB database. Regression/Classification. Given a drug SMILES string, predict its absorption, distribution, metabolism, or excretion properties. Task type varies by dataset: regression for continuous measurements (e.g., permeability, clearance, half-life) or binary classification for categorical outcomes (e.g., BBB penetration, CYP inhibition). Dataset: b3db_classification. (1) The result is 1 (penetrates BBB). The compound is NCc1ccccc1Sc1ccccc1CO. (2) The compound is CC1=CC[C@H]2[C@H]3Cc4ccc(O)c5c4[C@@]2(CCN3C)[C@H]1O5. The result is 1 (penetrates BBB).